Dataset: Peptide-MHC class I binding affinity with 185,985 pairs from IEDB/IMGT. Task: Regression. Given a peptide amino acid sequence and an MHC pseudo amino acid sequence, predict their binding affinity value. This is MHC class I binding data. (1) The peptide sequence is YTPEQWWPF. The MHC is HLA-B15:42 with pseudo-sequence HLA-B15:42. The binding affinity (normalized) is 0.213. (2) The peptide sequence is VMANNVKKK. The MHC is HLA-A33:01 with pseudo-sequence HLA-A33:01. The binding affinity (normalized) is 0. (3) The peptide sequence is NTRQLKLLEY. The MHC is HLA-A03:01 with pseudo-sequence HLA-A03:01. The binding affinity (normalized) is 0.364. (4) The peptide sequence is TSSAYVFSVK. The MHC is HLA-A03:01 with pseudo-sequence HLA-A03:01. The binding affinity (normalized) is 0.385. (5) The peptide sequence is TQRKKTLGF. The MHC is HLA-B15:09 with pseudo-sequence HLA-B15:09. The binding affinity (normalized) is 0.0847. (6) The peptide sequence is KEENMVKSL. The MHC is HLA-B40:01 with pseudo-sequence HLA-B40:01. The binding affinity (normalized) is 0.533. (7) The peptide sequence is TIQRFSSLR. The MHC is HLA-A68:01 with pseudo-sequence HLA-A68:01. The binding affinity (normalized) is 0.854. (8) The peptide sequence is NLFDIPLLTV. The MHC is HLA-B53:01 with pseudo-sequence HLA-B53:01. The binding affinity (normalized) is 0. (9) The peptide sequence is RVIDPYWFH. The MHC is HLA-A02:01 with pseudo-sequence HLA-A02:01. The binding affinity (normalized) is 0.0847. (10) The peptide sequence is HVDGKILFV. The MHC is HLA-A11:01 with pseudo-sequence HLA-A11:01. The binding affinity (normalized) is 0.